This data is from Forward reaction prediction with 1.9M reactions from USPTO patents (1976-2016). The task is: Predict the product of the given reaction. The product is: [Cl:10][C:11]1[C:12]([F:41])=[C:13]([CH:38]=[CH:39][CH:40]=1)[NH:14][C:15]1[C:24]2[C:19](=[CH:20][C:21]([O:36][CH3:37])=[C:22]([O:25][CH2:26][C@@H:27]3[CH2:31][CH2:30][CH2:29][N:28]3[C:32](=[O:35])[CH2:33][N:6]3[CH2:5][CH:4]4[O:3][CH2:2][O:9][CH:8]4[CH2:7]3)[CH:23]=2)[N:18]=[CH:17][N:16]=1. Given the reactants Cl.[CH2:2]1[O:9][CH:8]2[CH:4]([CH2:5][NH:6][CH2:7]2)[O:3]1.[Cl:10][C:11]1[C:12]([F:41])=[C:13]([CH:38]=[CH:39][CH:40]=1)[NH:14][C:15]1[C:24]2[C:19](=[CH:20][C:21]([O:36][CH3:37])=[C:22]([O:25][CH2:26][C@@H:27]3[CH2:31][CH2:30][CH2:29][N:28]3[C:32](=[O:35])[CH2:33]Cl)[CH:23]=2)[N:18]=[CH:17][N:16]=1.C(N(C(C)C)CC)(C)C, predict the reaction product.